From a dataset of Full USPTO retrosynthesis dataset with 1.9M reactions from patents (1976-2016). Predict the reactants needed to synthesize the given product. (1) Given the product [F:27][C:4]1[CH:3]=[C:2]([C:33]2[CH:34]=[CH:35][C:30]([C:29]([F:40])([F:39])[F:28])=[CH:31][CH:32]=2)[CH:7]=[CH:6][C:5]=1[CH2:8][N:9]1[C:14](=[O:15])[C:13]([C:16]([NH:18][CH2:19][C:20]([OH:22])=[O:21])=[O:17])=[C:12]([OH:23])[C:11]([CH:24]([CH3:26])[CH3:25])=[N:10]1, predict the reactants needed to synthesize it. The reactants are: Br[C:2]1[CH:7]=[CH:6][C:5]([CH2:8][N:9]2[C:14](=[O:15])[C:13]([C:16]([NH:18][CH2:19][C:20]([OH:22])=[O:21])=[O:17])=[C:12]([OH:23])[C:11]([CH:24]([CH3:26])[CH3:25])=[N:10]2)=[C:4]([F:27])[CH:3]=1.[F:28][C:29]([F:40])([F:39])[C:30]1[CH:35]=[CH:34][C:33](B(O)O)=[CH:32][CH:31]=1.C(=O)([O-])[O-].[K+].[K+].Cl. (2) Given the product [C:1]([O:5][C:6]([N:8]1[CH2:13][CH2:12][N:11]([C:14]2[CH:19]=[C:18]([O:20][CH2:21][C:22]3[CH:23]=[CH:24][CH:25]=[CH:26][CH:27]=3)[CH:17]=[CH:16][C:15]=2[NH2:28])[CH2:10][CH2:9]1)=[O:7])([CH3:4])([CH3:2])[CH3:3], predict the reactants needed to synthesize it. The reactants are: [C:1]([O:5][C:6]([N:8]1[CH2:13][CH2:12][N:11]([C:14]2[CH:19]=[C:18]([O:20][CH2:21][C:22]3[CH:27]=[CH:26][CH:25]=[CH:24][CH:23]=3)[CH:17]=[CH:16][C:15]=2[N+:28]([O-])=O)[CH2:10][CH2:9]1)=[O:7])([CH3:4])([CH3:3])[CH3:2].[BH4-].[Na+]. (3) Given the product [CH3:8][C:6]1[C:5]2[CH2:9][O:10][C@@H:11]3[C@H:15]([C:4]=2[CH:3]=[C:2]([O:1][S:30]([C:33]([F:36])([F:35])[F:34])(=[O:32])=[O:31])[CH:7]=1)[CH2:14][N:13]([C:16]([O:18][CH2:19][CH3:20])=[O:17])[CH2:12]3, predict the reactants needed to synthesize it. The reactants are: [OH:1][C:2]1[CH:7]=[C:6]([CH3:8])[C:5]2[CH2:9][O:10][C@@H:11]3[C@H:15]([C:4]=2[CH:3]=1)[CH2:14][N:13]([C:16]([O:18][CH2:19][CH3:20])=[O:17])[CH2:12]3.[H-].[Na+].C1C=CC(N([S:30]([C:33]([F:36])([F:35])[F:34])(=[O:32])=[O:31])[S:30]([C:33]([F:36])([F:35])[F:34])(=[O:32])=[O:31])=CC=1.